From a dataset of Forward reaction prediction with 1.9M reactions from USPTO patents (1976-2016). Predict the product of the given reaction. Given the reactants [H-].[Na+].[CH3:3][O:4][C:5]1[CH:6]=[C:7]([CH2:13][C:14]#[N:15])[CH:8]=[CH:9][C:10]=1[O:11][CH3:12].Br[CH2:17][CH2:18][CH2:19][CH2:20][CH2:21]Br, predict the reaction product. The product is: [CH3:3][O:4][C:5]1[CH:6]=[C:7]([C:13]2([C:14]#[N:15])[CH2:21][CH2:20][CH2:19][CH2:18][CH2:17]2)[CH:8]=[CH:9][C:10]=1[O:11][CH3:12].